Dataset: Forward reaction prediction with 1.9M reactions from USPTO patents (1976-2016). Task: Predict the product of the given reaction. (1) Given the reactants C1(P(C2C=CC=CC=2)C2C=CC=CC=2)C=CC=CC=1.[C:20]([Cl:24])(Cl)(Cl)Cl.[CH2:25]([S:32][C:33]1[CH:38]=[CH:37][C:36](CO)=[CH:35][CH:34]=1)[C:26]1[CH:31]=[CH:30][CH:29]=[CH:28][CH:27]=1, predict the reaction product. The product is: [CH2:25]([S:32][C:33]1[CH:38]=[CH:37][C:36]([CH2:20][Cl:24])=[CH:35][CH:34]=1)[C:26]1[CH:31]=[CH:30][CH:29]=[CH:28][CH:27]=1. (2) Given the reactants [CH:1]1([C:4]2[N:8]=[C:7]([C:9]3[C:10]4[CH2:28][CH2:27][C:26]([F:30])([F:29])[CH2:25][C:11]=4[S:12][C:13]=3[NH:14][C:15]([C:17]3[CH2:21][CH2:20][CH2:19][C:18]=3[C:22]([OH:24])=[O:23])=[O:16])[O:6][N:5]=2)[CH2:3][CH2:2]1.[CH:31]12CCC(C[CH2:36]1)C1C(OC(=O)[C:32]2=1)=O, predict the reaction product. The product is: [CH:1]1([C:4]2[N:8]=[C:7]([C:9]3[C:10]4[CH2:28][CH2:27][C:26]([F:29])([F:30])[CH2:25][C:11]=4[S:12][C:13]=3[NH:14][C:15]([C:17]3[CH:36]4[CH2:21][CH2:20][CH:19]([CH2:32][CH2:31]4)[C:18]=3[C:22]([OH:24])=[O:23])=[O:16])[O:6][N:5]=2)[CH2:3][CH2:2]1. (3) The product is: [BrH:12].[Cl:11][C:8]1[CH:7]=[C:3]([C:4]([NH2:6])=[O:5])[C:2](=[NH:1])[N:10]([CH2:13][C:14]2[CH:15]=[C:16]([C:17]#[N:18])[CH:19]=[C:20]([Cl:22])[CH:21]=2)[CH:9]=1. Given the reactants [NH2:1][C:2]1[N:10]=[CH:9][C:8]([Cl:11])=[CH:7][C:3]=1[C:4]([NH2:6])=[O:5].[Br:12][CH2:13][C:14]1[CH:15]=[C:16]([CH:19]=[C:20]([Cl:22])[CH:21]=1)[C:17]#[N:18], predict the reaction product. (4) The product is: [CH3:25][S:26]([C:28]1[CH:16]=[C:14]([B:11]2[O:12][C:13]([CH3:18])([CH3:19])[C:14]([CH3:16])([CH3:17])[O:15]2)[CH:13]=[CH:18][C:21]=1[CH2:20][OH:23])(=[O:29])=[O:27]. Given the reactants [Br-].[B:11]1([B:11]2[O:15][C:14]([CH3:17])([CH3:16])[C:13]([CH3:19])([CH3:18])[O:12]2)[O:15][C:14]([CH3:17])([CH3:16])[C:13]([CH3:19])([CH3:18])[O:12]1.[C:20]([O-:23])(=O)[CH3:21].[K+].[CH3:25][S:26]([CH3:28])=[O:27].[OH2:29], predict the reaction product.